Predict the reactants needed to synthesize the given product. From a dataset of Full USPTO retrosynthesis dataset with 1.9M reactions from patents (1976-2016). (1) Given the product [CH2:1]([C:3]1[CH:8]=[C:7]([N:9]2[CH:13]=[N:12][N:11]=[N:10]2)[N:6]=[CH:5][C:4]=1[CH2:14][C:15]([OH:17])=[O:16])[CH3:2], predict the reactants needed to synthesize it. The reactants are: [CH2:1]([C:3]1[CH:8]=[C:7]([N:9]2[CH:13]=[N:12][N:11]=[N:10]2)[N:6]=[CH:5][C:4]=1[CH2:14][C:15]([O:17]C(C)(C)C)=[O:16])[CH3:2].C1(SC)C=CC=CC=1.C(O)(C(F)(F)F)=O. (2) Given the product [O:66]1[C:11]2[CH:16]=[CH:15][CH:14]=[CH:13][C:12]=2[N:8]=[C:65]1[NH:67][C:36](=[O:37])[C@@H:35]([N:39]1[CH2:47][C:46]2[C:41](=[CH:42][CH:43]=[CH:44][CH:45]=2)[C:40]1=[O:48])[CH2:34][CH:28]1[CH2:33][CH2:32][CH2:31][CH2:30][CH2:29]1, predict the reactants needed to synthesize it. The reactants are: F[P-](F)(F)(F)(F)F.[N:8]1(O[P+](N(C)C)(N(C)C)N(C)C)[C:12]2[CH:13]=[CH:14][CH:15]=[CH:16][C:11]=2N=N1.[CH:28]1([CH2:34][C@H:35]([N:39]2[CH2:47][C:46]3[C:41](=[CH:42][CH:43]=[CH:44][CH:45]=3)[C:40]2=[O:48])[C:36](O)=[O:37])[CH2:33][CH2:32][CH2:31][CH2:30][CH2:29]1.NC1C=CC(Br)=CN=1.C1(C[C@@H](N2CC3C(=CC=CC=3)C2=O)[C:65]([NH:67]C2SC=CN=2)=[O:66])CCCCC1. (3) Given the product [CH:30]1[C:11]([C:9]([NH:8][C@@H:4]([C:5]([OH:7])=[O:6])[CH2:3][CH2:11][C:9]([NH:8][CH2:103][C@H:102]([NH2:107])[C:100]([NH:99][C@H:94]([C:92]([NH:91][C@H:87]([C:88]([OH:90])=[O:89])[CH2:86][SH:85])=[O:93])[CH2:95][C:96]([OH:98])=[O:97])=[O:101])=[O:10])=[O:10])=[CH:12][CH:13]=[C:14]([NH:15][CH2:16][C:17]2[N:28]=[C:27]3[C:25]([N:24]=[C:22]([NH2:23])[NH:21][C:20]3=[N:19][CH:18]=2)=[O:26])[CH:29]=1, predict the reactants needed to synthesize it. The reactants are: C([O-])(=O)C[CH2:3][C@H:4]([NH:8][C:9]([C:11]1[CH:30]=[CH:29][C:14]([NH:15][CH2:16][C:17]2[N:28]=[C:27]3[C:20]([N:21]=[C:22]([NH:24][C:25]3=[O:26])[NH2:23])=[N:19][CH:18]=2)=[CH:13][CH:12]=1)=[O:10])[C:5]([OH:7])=[O:6].CC[C@@]1(O)CN2C[C@H](C[C@](C(OC)=O)(C3C=C4[C@]56[C@@H]7[C@](CC)([C@@H](O)[C@](O)(C(NNC(OCCS[S:85][CH2:86][C@H:87]([NH:91][C:92]([C@@H:94]([NH:99][C:100]([C@@H:102]([NH:107]C([C@@H](NC([C@@H](NC(CC[C@H](NC(C8C=CC(NCC9C=NC%10NC(N)=NC(=O)C=%10N=9)=CC=8)=O)C(O)=O)=O)CC(O)=O)=O)CCCNC(N)=N)=O)[CH2:103]C(O)=O)=[O:101])[CH2:95][C:96]([OH:98])=[O:97])=[O:93])[C:88]([OH:90])=[O:89])=O)=O)[C@@H]5N(C)C4=CC=3OC)C=CCN7CC6)C3NC4C=CC=CC=4C=3CC2)C1. (4) Given the product [Br:23][CH2:24][CH2:25][CH2:26][CH:6]([C:7]1[CH:16]=[CH:15][C:10]([C:11]([O:13][CH3:14])=[O:12])=[CH:9][CH:8]=1)[C:5](=[N:17][N:18]([CH3:20])[CH3:19])[C:4]([F:21])([F:22])[F:3], predict the reactants needed to synthesize it. The reactants are: [H-].[Na+].[F:3][C:4]([F:22])([F:21])[C:5](=[N:17][N:18]([CH3:20])[CH3:19])[CH2:6][C:7]1[CH:16]=[CH:15][C:10]([C:11]([O:13][CH3:14])=[O:12])=[CH:9][CH:8]=1.[Br:23][CH2:24][CH2:25][CH2:26]Br. (5) Given the product [C:1]([NH:5][S:6]([CH:9]([C:10]1[CH:15]=[CH:14][CH:13]=[CH:12][CH:11]=1)[CH3:16])(=[O:8])=[O:7])([CH3:4])([CH3:2])[CH3:3], predict the reactants needed to synthesize it. The reactants are: [C:1]([NH:5][S:6]([CH2:9][C:10]1[CH:15]=[CH:14][CH:13]=[CH:12][CH:11]=1)(=[O:8])=[O:7])([CH3:4])([CH3:3])[CH3:2].[C:16]([Li])(C)(C)C.IC. (6) Given the product [CH3:22][O:21][C:19]([C:15]1[CH:16]=[C:17]([O:18][C:31]2[CH:32]=[CH:33][C:34]([S:36]([C:39]([F:41])([F:42])[F:40])(=[O:38])=[O:37])=[CH:35][C:30]=2[N+:27]([O-:29])=[O:28])[N:13]([C:5]2[CH:6]=[C:7]([C:9]([F:10])([F:11])[F:12])[CH:8]=[C:3]([C:2]([F:1])([F:23])[F:24])[CH:4]=2)[N:14]=1)=[O:20], predict the reactants needed to synthesize it. The reactants are: [F:1][C:2]([F:24])([F:23])[C:3]1[CH:4]=[C:5]([N:13]2[C:17]([OH:18])=[CH:16][C:15]([C:19]([O:21][CH3:22])=[O:20])=[N:14]2)[CH:6]=[C:7]([C:9]([F:12])([F:11])[F:10])[CH:8]=1.[H-].[Na+].[N+:27]([C:30]1[CH:35]=[C:34]([S:36]([C:39]([F:42])([F:41])[F:40])(=[O:38])=[O:37])[CH:33]=[CH:32][C:31]=1Cl)([O-:29])=[O:28]. (7) Given the product [O:44]=[C:38]1[CH:37]([N:29]2[C:28](=[O:45])[C:27]3[C:32](=[CH:33][CH:34]=[CH:35][C:26]=3[CH2:25][NH:24][C:8](=[O:10])[C:7]3[CH:2]=[CH:3][CH:4]=[C:5]([CH3:11])[CH:6]=3)[N:31]=[C:30]2[CH3:36])[CH2:42][CH2:41][C:40](=[O:43])[NH:39]1, predict the reactants needed to synthesize it. The reactants are: C[C:2]1[CH:3]=[CH:4][CH:5]=[CH:6][C:7]=1[C:8]([OH:10])=O.[C:11](N1C=CN=C1)(N1C=CN=C1)=O.Cl.[NH2:24][CH2:25][C:26]1[CH:35]=[CH:34][CH:33]=[C:32]2[C:27]=1[C:28](=[O:45])[N:29]([CH:37]1[CH2:42][CH2:41][C:40](=[O:43])[NH:39][C:38]1=[O:44])[C:30]([CH3:36])=[N:31]2. (8) Given the product [C:17]([CH2:16][CH:14]1[CH2:15][N:9]([C:6]2[CH:5]=[CH:4][C:3]([C:1]#[N:2])=[CH:8][CH:7]=2)[C:10]2[CH:27]=[C:26]([C:28]3[CH:29]=[N:30][N:31]([CH3:33])[CH:32]=3)[CH:25]=[CH:24][C:11]=2[C:12]2[C:22]([CH3:23])=[N:21][O:20][C:13]1=2)#[N:19], predict the reactants needed to synthesize it. The reactants are: [C:1]([C:3]1[CH:8]=[CH:7][C:6]([N:9]2[CH2:15][CH:14]([CH2:16][C:17]([NH2:19])=O)[C:13]3[O:20][N:21]=[C:22]([CH3:23])[C:12]=3[C:11]3[CH:24]=[CH:25][C:26]([C:28]4[CH:29]=[N:30][N:31]([CH3:33])[CH:32]=4)=[CH:27][C:10]2=3)=[CH:5][CH:4]=1)#[N:2].C(N(CC)C(C)C)(C)C.C(OC(C(F)(F)F)=O)(C(F)(F)F)=O. (9) The reactants are: [F:1][C:2]1[CH:7]=[CH:6][C:5]([C:8]2[C:9]([C:14]3[CH:19]=[CH:18][N:17]=[CH:16][CH:15]=3)=[N:10][C:11](=[S:13])[N:12]=2)=[CH:4][CH:3]=1.[O-]CC.[Na+]. Given the product [F:1][C:2]1[CH:3]=[CH:4][C:5]([C:8]2[NH:12][C:11]([SH:13])=[N:10][C:9]=2[C:14]2[CH:19]=[CH:18][N:17]=[CH:16][CH:15]=2)=[CH:6][CH:7]=1, predict the reactants needed to synthesize it.